From a dataset of Reaction yield outcomes from USPTO patents with 853,638 reactions. Predict the reaction yield, written as a fraction of the theoretical maximum amount of product (1.0 means a 100% yield; for example, 0.34 means a 34% yield). (1) The reactants are [CH3:1][C:2]1([CH3:12])[O:6][C:5](=[CH:7][C:8](Cl)=[O:9])[C:4](=[O:11])[O:3]1.[C:13]([C:15]1[CH:16]=[C:17]([CH:22]=[CH:23][C:24]=1[F:25])[CH2:18][NH:19][O:20][CH3:21])#[N:14]. No catalyst specified. The product is [C:13]([C:15]1[CH:16]=[C:17]([CH:22]=[CH:23][C:24]=1[F:25])[CH2:18][N:19]([O:20][CH3:21])[C:8](=[O:9])[CH:7]=[C:5]1[C:4](=[O:11])[O:3][C:2]([CH3:12])([CH3:1])[O:6]1)#[N:14]. The yield is 0.970. (2) The reactants are [CH2:1]([O:3][C:4]([C:6]1[CH:7]=[N:8][C:9]2[C:14]([C:15]=1Cl)=[CH:13][CH:12]=[CH:11][C:10]=2[O:17][CH3:18])=[O:5])[CH3:2].[NH2:19][CH2:20][CH2:21][CH3:22]. No catalyst specified. The product is [CH2:1]([O:3][C:4]([C:6]1[CH:7]=[N:8][C:9]2[C:14]([C:15]=1[NH:19][CH2:20][CH2:21][CH3:22])=[CH:13][CH:12]=[CH:11][C:10]=2[O:17][CH3:18])=[O:5])[CH3:2]. The yield is 1.00.